Dataset: Catalyst prediction with 721,799 reactions and 888 catalyst types from USPTO. Task: Predict which catalyst facilitates the given reaction. Product: [O:12]=[CH:11][CH:10]([C:15]1[CH:16]=[CH:17][CH:18]=[CH:19][CH:20]=1)[CH2:9][NH:8][C:6](=[O:7])[O:5][C:1]([CH3:4])([CH3:3])[CH3:2]. Reactant: [C:1]([O:5][C:6]([NH:8][CH2:9][CH:10]([C:15]1[CH:20]=[CH:19][CH:18]=[CH:17][CH:16]=1)[C:11](OC)=[O:12])=[O:7])([CH3:4])([CH3:3])[CH3:2].CC(C[AlH]CC(C)C)C. The catalyst class is: 4.